This data is from Forward reaction prediction with 1.9M reactions from USPTO patents (1976-2016). The task is: Predict the product of the given reaction. Given the reactants [OH:1][CH:2]1[CH:8]([NH:9][C:10]([C@@H:12]([NH:17][C:18]([C:20]2[O:21][C:22]3[CH:28]=[CH:27][CH:26]=[CH:25][C:23]=3[CH:24]=2)=[O:19])[CH2:13][CH:14]([CH3:16])[CH3:15])=[O:11])[CH2:7][CH2:6][CH2:5][NH:4][CH2:3]1.C(N(CC)CC)C.[N:36]1[CH:41]=[CH:40][CH:39]=[C:38]([S:42](Cl)(=[O:44])=[O:43])[CH:37]=1.CO, predict the reaction product. The product is: [CH3:16][CH:14]([CH3:15])[CH2:13][C@H:12]([NH:17][C:18]([C:20]1[O:21][C:22]2[CH:28]=[CH:27][CH:26]=[CH:25][C:23]=2[CH:24]=1)=[O:19])[C:10](=[O:11])[NH:9][CH:8]1[CH2:7][CH2:6][CH2:5][N:4]([S:42]([C:38]2[CH:37]=[N:36][CH:41]=[CH:40][CH:39]=2)(=[O:44])=[O:43])[CH2:3][CH:2]1[OH:1].